This data is from Forward reaction prediction with 1.9M reactions from USPTO patents (1976-2016). The task is: Predict the product of the given reaction. (1) Given the reactants [CH2:1]([N:3]1[C:9](=[O:10])[C:8]([CH3:12])([CH3:11])[C:7](=[O:13])[N:6]([CH3:14])[C:5]2[CH:15]=[C:16]([CH2:19][NH:20][CH2:21][CH2:22][C:23]3[CH:24]=[N:25][CH:26]=[CH:27][CH:28]=3)[CH:17]=[CH:18][C:4]1=2)[CH3:2].Br[C:30]1[CH:39]=[CH:38][CH:37]=[C:36]2[C:31]=1[CH:32]=[CH:33][CH:34]=[N:35]2.C(=O)([O-])[O-].[Cs+].[Cs+].[ClH:46], predict the reaction product. The product is: [ClH:46].[ClH:46].[ClH:46].[CH2:1]([N:3]1[C:9](=[O:10])[C:8]([CH3:12])([CH3:11])[C:7](=[O:13])[N:6]([CH3:14])[C:5]2[CH:15]=[C:16]([CH2:19][N:20]([CH2:21][CH2:22][C:23]3[CH:24]=[N:25][CH:26]=[CH:27][CH:28]=3)[C:30]3[CH:39]=[CH:38][CH:37]=[C:36]4[C:31]=3[CH:32]=[CH:33][CH:34]=[N:35]4)[CH:17]=[CH:18][C:4]1=2)[CH3:2]. (2) Given the reactants [C:1]([C:5]1[CH:6]=[CH:7][C:8]([CH3:24])=[C:9]([PH:11](=[O:23])[C:12]2[CH:17]=[C:16]([C:18]([CH3:21])([CH3:20])[CH3:19])[CH:15]=[CH:14][C:13]=2[CH3:22])[CH:10]=1)([CH3:4])([CH3:3])[CH3:2].[OH:25]O.O, predict the reaction product. The product is: [C:1]([C:5]1[CH:6]=[CH:7][C:8]([CH3:24])=[C:9]([P:11]([C:12]2[CH:17]=[C:16]([C:18]([CH3:21])([CH3:20])[CH3:19])[CH:15]=[CH:14][C:13]=2[CH3:22])(=[O:25])[OH:23])[CH:10]=1)([CH3:4])([CH3:3])[CH3:2]. (3) The product is: [C:1]([O:5][C:6]([N:8]1[CH2:9][CH2:10][C:11](=[CH:14][C:15](=[O:17])[NH:19][CH2:23][O:31][CH3:32])[CH2:12][CH2:13]1)=[O:7])([CH3:2])([CH3:3])[CH3:4]. Given the reactants [C:1]([O:5][C:6]([N:8]1[CH2:13][CH2:12][C:11](=[CH:14][C:15]([OH:17])=O)[CH2:10][CH2:9]1)=[O:7])([CH3:4])([CH3:3])[CH3:2].O[N:19]1[C:23]2C=CC=CC=2N=N1.Cl.CN[O:31][CH3:32].O, predict the reaction product.